From a dataset of Forward reaction prediction with 1.9M reactions from USPTO patents (1976-2016). Predict the product of the given reaction. Given the reactants [N+]([C:4]1[CH:9]=[CH:8][C:7]([N:10]2[CH:14]=[N:13][CH:12]=[N:11]2)=[CH:6][C:5]=1[CH:15]=[CH:16][N:17](C)C)([O-])=O, predict the reaction product. The product is: [N:10]1([C:7]2[CH:6]=[C:5]3[C:4](=[CH:9][CH:8]=2)[NH:17][CH:16]=[CH:15]3)[CH:14]=[N:13][CH:12]=[N:11]1.